From a dataset of Full USPTO retrosynthesis dataset with 1.9M reactions from patents (1976-2016). Predict the reactants needed to synthesize the given product. (1) Given the product [Br:1][C:2]1[CH:6]=[C:5]([N:7]2[CH2:11][CH2:10][CH2:9][C@@H:8]2[CH2:12][N:13]([CH3:14])[S:24]([CH3:23])(=[O:26])=[O:25])[N:4]([CH3:15])[N:3]=1, predict the reactants needed to synthesize it. The reactants are: [Br:1][C:2]1[CH:6]=[C:5]([N:7]2[CH2:11][CH2:10][CH2:9][C@@H:8]2[CH2:12][NH:13][CH3:14])[N:4]([CH3:15])[N:3]=1.C(N(CC)CC)C.[CH3:23][S:24](Cl)(=[O:26])=[O:25]. (2) Given the product [CH2:36]([N:26]([C:22]1[CH:23]=[CH:24][CH:25]=[C:20]([C:18]2[N:6]3[N:5]=[CH:4][C:3]([C:7]([C:9]4[S:10][CH:11]=[CH:12][CH:13]=4)=[O:8])=[C:2]3[N:1]=[CH:16][CH:17]=2)[CH:21]=1)[S:27]([C:30]1[CH:35]=[CH:34][CH:33]=[CH:32][CH:31]=1)(=[O:29])=[O:28])[CH3:37], predict the reactants needed to synthesize it. The reactants are: [NH2:1][C:2]1[NH:6][N:5]=[CH:4][C:3]=1[C:7]([C:9]1[S:10][CH:11]=[CH:12][CH:13]=1)=[O:8].CN(C)[CH:16]=[CH:17][C:18]([C:20]1[CH:21]=[C:22]([N:26]([CH2:36][CH3:37])[S:27]([C:30]2[CH:35]=[CH:34][CH:33]=[CH:32][CH:31]=2)(=[O:29])=[O:28])[CH:23]=[CH:24][CH:25]=1)=O.C(OCC)(=O)C. (3) Given the product [NH2:1][C:2]1[C:11]2[CH:10]=[N:9][C:8]([NH:35][CH:32]3[CH2:33][CH2:34][C:29]([F:36])([F:28])[CH2:30][CH2:31]3)=[N:7][C:6]=2[N:5]([CH3:14])[C:4](=[O:15])[CH:3]=1, predict the reactants needed to synthesize it. The reactants are: [NH2:1][C:2]1[C:11]2[CH:10]=[N:9][C:8](SC)=[N:7][C:6]=2[N:5]([CH3:14])[C:4](=[O:15])[CH:3]=1.ClC1C=C(C=CC=1)C(OO)=O.Cl.[F:28][C:29]1([F:36])[CH2:34][CH2:33][CH:32]([NH2:35])[CH2:31][CH2:30]1. (4) Given the product [CH2:2]([O:4][C:5]([C:7]1([CH2:20][CH2:21][CH3:22])[CH2:12][CH2:11][NH:10][CH2:9][CH2:8]1)=[O:6])[CH3:3], predict the reactants needed to synthesize it. The reactants are: Cl.[CH2:2]([O:4][C:5]([C:7]1([CH2:20][CH2:21][CH3:22])[CH2:12][CH2:11][N:10](C(OC(C)(C)C)=O)[CH2:9][CH2:8]1)=[O:6])[CH3:3].